This data is from Reaction yield outcomes from USPTO patents with 853,638 reactions. The task is: Predict the reaction yield, written as a fraction of the theoretical maximum amount of product (1.0 means a 100% yield; for example, 0.34 means a 34% yield). (1) The reactants are N#N.[F:3][C:4]([F:13])([F:12])[C:5]1[CH:10]=[CH:9][N:8]=[C:7]([NH2:11])[CH:6]=1.[Br:14][C:15]1[CH:20]=[C:19]([CH3:21])[CH:18]=[C:17](Br)[N:16]=1.CC(C)([O-])C.[Na+]. The catalyst is O1CCOCC1.[Pd](Cl)Cl.C(P(C(C)(C)C)[C-]1C=CC=C1)(C)(C)C.[C-]1(P(C(C)(C)C)C(C)(C)C)C=CC=C1.[Fe+2]. The product is [Br:14][C:15]1[N:16]=[C:17]([NH:11][C:7]2[CH:6]=[C:5]([C:4]([F:3])([F:12])[F:13])[CH:10]=[CH:9][N:8]=2)[CH:18]=[C:19]([CH3:21])[CH:20]=1. The yield is 0.920. (2) The reactants are [C:1]([C:5]1[CH:9]=[C:8]([NH:10][C:11](=[O:21])[C:12]2[CH:17]=[C:16]([Cl:18])[CH:15]=[CH:14][C:13]=2[O:19][CH3:20])[N:7]([CH2:22][C@H:23]2[CH2:27][CH2:26][CH2:25][O:24]2)[N:6]=1)([CH3:4])([CH3:3])[CH3:2].S(OC)(O[CH3:32])(=O)=O. The catalyst is C1(C)C=CC=CC=1. The product is [C:1]([C:5]1[N:6]([CH3:32])[N:7]([CH2:22][C@H:23]2[CH2:27][CH2:26][CH2:25][O:24]2)/[C:8](=[N:10]/[C:11](=[O:21])[C:12]2[CH:17]=[C:16]([Cl:18])[CH:15]=[CH:14][C:13]=2[O:19][CH3:20])/[CH:9]=1)([CH3:4])([CH3:2])[CH3:3]. The yield is 0.550. (3) The reactants are Cl.Cl.[NH2:3][C:4]1[CH:5]=[CH:6][C:7]([N:11]2[CH2:16][CH2:15][CH2:14][C@@H:13]([C:17]([N:19]3[CH2:23][CH2:22][CH2:21][CH2:20]3)=[O:18])[CH2:12]2)=[N:8][C:9]=1[NH2:10].C(N(CC)CC)C.[C:31]1([CH:37]([CH3:40])[CH:38]=O)[CH:36]=[CH:35][CH:34]=[CH:33][CH:32]=1. The catalyst is C(O)C. The product is [C:31]1([CH:37]([C:40]2[NH:10][C:9]3=[N:8][C:7]([N:11]4[CH2:16][CH2:15][CH2:14][C@@H:13]([C:17]([N:19]5[CH2:23][CH2:22][CH2:21][CH2:20]5)=[O:18])[CH2:12]4)=[CH:6][CH:5]=[C:4]3[N:3]=2)[CH3:38])[CH:36]=[CH:35][CH:34]=[CH:33][CH:32]=1. The yield is 0.0900. (4) No catalyst specified. The yield is 0.560. The reactants are [CH3:1][C:2]1[N:3]=[C:4]([NH2:8])[S:5][C:6]=1[CH3:7].[CH3:9][O:10][CH2:11][CH2:12][Br:13]. The product is [BrH:13].[CH3:9][O:10][CH2:11][CH2:12][N:3]1[C:2]([CH3:1])=[C:6]([CH3:7])[S:5][C:4]1=[NH:8].